This data is from Full USPTO retrosynthesis dataset with 1.9M reactions from patents (1976-2016). The task is: Predict the reactants needed to synthesize the given product. (1) Given the product [Cl:1][C:2]1[N:7]=[CH:6][C:5]([O:8][CH2:19][CH:20]2[CH2:25][O:24][C:23]([CH3:27])([CH3:26])[O:22][CH2:21]2)=[CH:4][N:3]=1, predict the reactants needed to synthesize it. The reactants are: [Cl:1][C:2]1[N:7]=[CH:6][C:5]([OH:8])=[CH:4][N:3]=1.C1(C)C(S(O[CH2:19][CH:20]2[CH2:25][O:24][C:23]([CH3:27])([CH3:26])[O:22][CH2:21]2)(=O)=O)=CC=CC=1.C(=O)([O-])[O-].[Cs+].[Cs+].O. (2) Given the product [C:6]([C:5]1[C:4]([O:3][CH2:1][CH3:2])=[CH:14][CH:13]=[CH:12][C:11]=1[O:15][CH2:16][CH2:17][O:18][CH2:19][CH2:20][O:21][CH2:22][CH2:23][O:24][C:25]1[CH:30]=[CH:29][CH:28]=[C:27]([O:31][CH2:32][CH3:33])[C:26]=1[C:34]([OH:36])=[O:35])([OH:8])=[O:7], predict the reactants needed to synthesize it. The reactants are: [CH2:1]([O:3][C:4]1[CH:14]=[CH:13][CH:12]=[C:11]([O:15][CH2:16][CH2:17][O:18][CH2:19][CH2:20][O:21][CH2:22][CH2:23][O:24][C:25]2[CH:30]=[CH:29][CH:28]=[C:27]([O:31][CH2:32][CH3:33])[C:26]=2[C:34]([O:36]CC)=[O:35])[C:5]=1[C:6]([O:8]CC)=[O:7])[CH3:2].CO.[OH-].[Na+].Cl. (3) Given the product [C:5]([CH2:6][C:11]1[CH:19]=[C:18]([N+:20]([O-:22])=[O:21])[CH:17]=[CH:16][C:12]=1[C:13]([OH:15])=[O:14])([OH:23])=[O:4], predict the reactants needed to synthesize it. The reactants are: [OH-].[Na+].C[O:4][C:5](=[O:23])[CH:6]([C:11]1[CH:19]=[C:18]([N+:20]([O-:22])=[O:21])[CH:17]=[CH:16][C:12]=1[C:13]([OH:15])=[O:14])C(OC)=O. (4) The reactants are: [C:1]1(=[N:5][N:6]2[C:15]3[C:10](=[CH:11][CH:12]=[CH:13][CH:14]=3)[C:9]([OH:16])=[C:8]([C:17]3[NH:22][C:21]4[CH:23]=[CH:24][CH:25]=[CH:26][C:20]=4[S:19](=[O:28])(=[O:27])[N:18]=3)[C:7]2=[O:29])[CH2:4][CH2:3][CH2:2]1.CO.[BH4-].[Li+].Cl. Given the product [CH:1]1([NH:5][N:6]2[C:15]3[C:10](=[CH:11][CH:12]=[CH:13][CH:14]=3)[C:9]([OH:16])=[C:8]([C:17]3[NH:22][C:21]4[CH:23]=[CH:24][CH:25]=[CH:26][C:20]=4[S:19](=[O:27])(=[O:28])[N:18]=3)[C:7]2=[O:29])[CH2:2][CH2:3][CH2:4]1, predict the reactants needed to synthesize it. (5) Given the product [C:11]([C:15]1[N:20]=[CH:19][C:18]([CH:21]([NH:23][C:37](=[O:38])[CH2:36][N:33]2[C:32]3[C:27]([C:25]#[N:26])=[CH:28][CH:29]=[CH:30][C:31]=3[N:35]=[CH:34]2)[CH3:22])=[C:17]([CH3:24])[CH:16]=1)([CH3:13])([CH3:14])[CH3:12], predict the reactants needed to synthesize it. The reactants are: CC1N=CC=CC=1C(N)=O.[C:11]([C:15]1[N:20]=[CH:19][C:18]([CH:21]([NH2:23])[CH3:22])=[C:17]([CH3:24])[CH:16]=1)([CH3:14])([CH3:13])[CH3:12].[C:25]([C:27]1[C:32]2[N:33]([CH2:36][C:37](O)=[O:38])[CH:34]=[N:35][C:31]=2[CH:30]=[CH:29][CH:28]=1)#[N:26].CN(C(ON1N=NC2C=CC=NC1=2)=[N+](C)C)C.F[P-](F)(F)(F)(F)F.CCN(C(C)C)C(C)C.